This data is from Catalyst prediction with 721,799 reactions and 888 catalyst types from USPTO. The task is: Predict which catalyst facilitates the given reaction. (1) Reactant: [NH2:1][C@@H:2]([CH2:26][C:27]1[CH:32]=[CH:31][CH:30]=[CH:29][CH:28]=1)[CH2:3][NH:4][C:5]1[N:10]([CH3:11])[C:9](=[O:12])[C:8]([C:13]2[CH:18]=[CH:17][C:16]([F:19])=[CH:15][CH:14]=2)=[C:7]([C:20]2[CH:25]=[CH:24][N:23]=[CH:22][CH:21]=2)[N:6]=1.[C:33](OC(=O)C)(=[O:35])[CH3:34]. Product: [C:33]([NH:1][C@@H:2]([CH2:26][C:27]1[CH:32]=[CH:31][CH:30]=[CH:29][CH:28]=1)[CH2:3][NH:4][C:5]1[N:10]([CH3:11])[C:9](=[O:12])[C:8]([C:13]2[CH:14]=[CH:15][C:16]([F:19])=[CH:17][CH:18]=2)=[C:7]([C:20]2[CH:25]=[CH:24][N:23]=[CH:22][CH:21]=2)[N:6]=1)(=[O:35])[CH3:34]. The catalyst class is: 5. (2) The catalyst class is: 9. Product: [F:1][C:2]1([F:25])[C:10]2[C:5](=[CH:6][C:7]([CH2:11][C:12]([NH:47][C@@H:48]([C:56]3[CH:61]=[CH:60][CH:59]=[CH:58][CH:57]=3)[CH2:49][N:50]3[CH2:54][CH2:53][C@H:52]([OH:55])[CH2:51]3)=[O:14])=[CH:8][CH:9]=2)[N:4]([CH2:15][C:16]2[CH:17]=[CH:18][C:19]([O:22][CH3:23])=[CH:20][CH:21]=2)[C:3]1=[O:24]. Reactant: [F:1][C:2]1([F:25])[C:10]2[C:5](=[CH:6][C:7]([CH2:11][C:12]([OH:14])=O)=[CH:8][CH:9]=2)[N:4]([CH2:15][C:16]2[CH:21]=[CH:20][C:19]([O:22][CH3:23])=[CH:18][CH:17]=2)[C:3]1=[O:24].CCN=C=NCCCN(C)C.C1C=CC2N(O)N=NC=2C=1.[NH2:47][C@@H:48]([C:56]1[CH:61]=[CH:60][CH:59]=[CH:58][CH:57]=1)[CH2:49][N:50]1[CH2:54][CH2:53][C@H:52]([OH:55])[CH2:51]1. (3) Reactant: [Cl:1][C:2]1[N:7]=[CH:6][N:5]=[C:4]([C:8](=[O:10])[CH3:9])[C:3]=1[CH3:11].[BH4-].[Na+]. Product: [Cl:1][C:2]1[N:7]=[CH:6][N:5]=[C:4]([CH:8]([OH:10])[CH3:9])[C:3]=1[CH3:11]. The catalyst class is: 8. (4) Reactant: [ClH:1].[CH3:2][O:3][C:4]1[CH:5]=[C:6]([C:14]2[CH:59]=[CH:58][C:17]([C:18]([N:20]3[CH2:25][CH2:24][CH:23]([CH2:26][CH:27]([N:55]([CH3:57])[CH3:56])[CH2:28][CH:29]4[CH2:34][CH2:33][N:32]([C:35](=[O:54])[C:36]5[CH:41]=[CH:40][C:39]([C:42]6[CH:47]=[C:46]([O:48][CH3:49])[C:45]([O:50][CH3:51])=[C:44]([O:52][CH3:53])[CH:43]=6)=[CH:38][CH:37]=5)[CH2:31][CH2:30]4)[CH2:22][CH2:21]3)=[O:19])=[CH:16][CH:15]=2)[CH:7]=[C:8]([O:12][CH3:13])[C:9]=1[O:10][CH3:11]. Product: [ClH:1].[CH3:53][O:52][C:44]1[CH:43]=[C:42]([C:39]2[CH:38]=[CH:37][C:36]([C:35]([N:32]3[CH2:31][CH2:30][CH:29]([CH2:28][CH:27]([N:55]([CH3:56])[CH3:57])[CH2:26][CH:23]4[CH2:22][CH2:21][N:20]([C:18](=[O:19])[C:17]5[CH:16]=[CH:15][C:14]([C:6]6[CH:5]=[C:4]([O:3][CH3:2])[C:9]([O:10][CH3:11])=[C:8]([O:12][CH3:13])[CH:7]=6)=[CH:59][CH:58]=5)[CH2:25][CH2:24]4)[CH2:34][CH2:33]3)=[O:54])=[CH:41][CH:40]=2)[CH:47]=[C:46]([O:48][CH3:49])[C:45]=1[O:50][CH3:51]. The catalyst class is: 8. (5) Reactant: [F:1][C:2]([F:49])([F:48])[C:3]1[CH:8]=[CH:7][C:6]([S:9]([C:12]2[CH:13]=[C:14]([CH:45]=[CH:46][CH:47]=2)[CH2:15][O:16][C:17]2[CH:22]=[CH:21][C:20]([C@@H:23]([C:40]3[CH:44]=[CH:43][O:42][N:41]=3)[CH2:24]C(N3[C@@H](CC4C=CC=CC=4)COC3=O)=O)=[CH:19][CH:18]=2)(=[O:11])=[O:10])=[CH:5][CH:4]=1.[OH:50]O.[Li+].[OH-].Cl.C1[CH2:59][O:58]CC1. Product: [F:1][C:2]([F:49])([F:48])[C:3]1[CH:4]=[CH:5][C:6]([S:9]([C:12]2[CH:13]=[C:14]([CH:45]=[CH:46][CH:47]=2)[CH2:15][O:16][C:17]2[CH:22]=[CH:21][C:20]([C@@H:23]([C:40]3[CH:44]=[CH:43][O:42][N:41]=3)[CH2:24][C:59]([OH:58])=[O:50])=[CH:19][CH:18]=2)(=[O:10])=[O:11])=[CH:7][CH:8]=1. The catalyst class is: 6. (6) Reactant: [H-].[Na+].[CH2:3]([O:5][C:6]([CH2:8][C:9]([C:11]1[CH:12]=[C:13]([CH2:19][CH:20]([CH2:26][CH3:27])[C:21]([O:23][CH2:24][CH3:25])=[O:22])[CH:14]=[CH:15][C:16]=1[O:17][CH3:18])=[O:10])=[O:7])[CH3:4].[F:28][C:29]([F:39])([F:38])[C:30]1[CH:37]=[CH:36][C:33]([CH2:34]Br)=[CH:32][CH:31]=1.Cl. Product: [CH2:3]([O:5][C:6]([CH:8]([CH2:34][C:33]1[CH:32]=[CH:31][C:30]([C:29]([F:28])([F:38])[F:39])=[CH:37][CH:36]=1)[C:9]([C:11]1[CH:12]=[C:13]([CH2:19][CH:20]([CH2:26][CH3:27])[C:21]([O:23][CH2:24][CH3:25])=[O:22])[CH:14]=[CH:15][C:16]=1[O:17][CH3:18])=[O:10])=[O:7])[CH3:4]. The catalyst class is: 7. (7) Reactant: [OH-].[Na+].C[O:4][C:5](=[O:48])[CH2:6][CH2:7][C:8]1[CH:13]=[CH:12][C:11]([C:14]2[CH:19]=[CH:18][C:17]([C:20]([C:25]3[CH:30]=[CH:29][C:28]([CH2:31][CH2:32][CH:33]([O:38][Si](C(C)(C)C)(C)C)[C:34]([CH3:37])([CH3:36])[CH3:35])=[C:27]([CH3:46])[CH:26]=3)([CH2:23][CH3:24])[CH2:21][CH3:22])=[CH:16][C:15]=2[CH3:47])=[CH:10][CH:9]=1.P([O-])(O)(O)=O.[Na+].[F-].C([N+](CCCC)(CCCC)CCCC)CCC. Product: [CH2:21]([C:20]([C:17]1[CH:18]=[CH:19][C:14]([C:11]2[CH:10]=[CH:9][C:8]([CH2:7][CH2:6][C:5]([OH:48])=[O:4])=[CH:13][CH:12]=2)=[C:15]([CH3:47])[CH:16]=1)([C:25]1[CH:30]=[CH:29][C:28]([CH2:31][CH2:32][CH:33]([OH:38])[C:34]([CH3:36])([CH3:37])[CH3:35])=[C:27]([CH3:46])[CH:26]=1)[CH2:23][CH3:24])[CH3:22]. The catalyst class is: 83. (8) Reactant: [CH3:1][O:2][C:3]1[CH:8]=[CH:7][C:6]([C:9]2[N:14]3[N:15]=[C:16]([NH:18][C:19]([CH:21]4[CH2:23][CH2:22]4)=O)[N:17]=[C:13]3[CH:12]=[CH:11][CH:10]=2)=[CH:5][CH:4]=1. Product: [CH:21]1([CH2:19][NH:18][C:16]2[N:17]=[C:13]3[CH:12]=[CH:11][CH:10]=[C:9]([C:6]4[CH:5]=[CH:4][C:3]([O:2][CH3:1])=[CH:8][CH:7]=4)[N:14]3[N:15]=2)[CH2:22][CH2:23]1. The catalyst class is: 7.